Predict the reaction yield, written as a fraction of the theoretical maximum amount of product (1.0 means a 100% yield; for example, 0.34 means a 34% yield). From a dataset of Reaction yield outcomes from USPTO patents with 853,638 reactions. (1) The reactants are Br[C:2]1[C:3]([NH2:9])=[N:4][CH:5]=[C:6]([Br:8])[N:7]=1.[C:10]1(B(O)O)[CH:15]=[CH:14][CH:13]=[CH:12][CH:11]=1. The catalyst is C1(C)C=CC=CC=1. The product is [Br:8][C:6]1[N:7]=[C:2]([C:10]2[CH:15]=[CH:14][CH:13]=[CH:12][CH:11]=2)[C:3]([NH2:9])=[N:4][CH:5]=1. The yield is 0.950. (2) The reactants are Cl[C:2]1[CH:3]=[CH:4][C:5]2[N:6]([C:8]([C:11]([F:14])([F:13])[F:12])=[N:9][N:10]=2)[N:7]=1.[CH3:15][C@@H:16]1[CH2:21][NH:20][C@@H:19]([CH3:22])[CH2:18][N:17]1[C:23]([O:25][C:26]([CH3:29])([CH3:28])[CH3:27])=[O:24].CCN(C(C)C)C(C)C. The catalyst is CN(C=O)C. The product is [CH3:15][C@@H:16]1[CH2:21][N:20]([C:2]2[CH:3]=[CH:4][C:5]3[N:6]([C:8]([C:11]([F:14])([F:13])[F:12])=[N:9][N:10]=3)[N:7]=2)[C@@H:19]([CH3:22])[CH2:18][N:17]1[C:23]([O:25][C:26]([CH3:28])([CH3:27])[CH3:29])=[O:24]. The yield is 0.760. (3) The reactants are [S:1]1[CH:5]=[CH:4][N:3]=[C:2]1[CH2:6][NH2:7].C([O-])(O)=O.[Na+].[CH3:13][C:14]([O:17][C:18](O[C:18]([O:17][C:14]([CH3:16])([CH3:15])[CH3:13])=[O:19])=[O:19])([CH3:16])[CH3:15]. The catalyst is C1COCC1. The product is [S:1]1[CH:5]=[CH:4][N:3]=[C:2]1[CH2:6][NH:7][C:18](=[O:19])[O:17][C:14]([CH3:16])([CH3:15])[CH3:13]. The yield is 0.960. (4) The reactants are C[O:2][C:3]([C:5]1[NH:6][C:7]2[C:12]([CH:13]=1)=[CH:11][C:10]([CH2:14][O:15]C(=O)C)=[CH:9][C:8]=2[N+:19]([O-:21])=[O:20])=[O:4].O.[OH-].[Li+]. The catalyst is O1CCCC1.CO.O. The product is [OH:15][CH2:14][C:10]1[CH:11]=[C:12]2[C:7](=[C:8]([N+:19]([O-:21])=[O:20])[CH:9]=1)[NH:6][C:5]([C:3]([OH:4])=[O:2])=[CH:13]2. The yield is 0.810. (5) The reactants are Br[C:2]1[C:10]2[N:9]3[CH:11]=[N:12][N:13]=[C:8]3[CH:7]=[N:6][C:5]=2[N:4]([S:14]([C:17]2[CH:23]=[CH:22][C:20]([CH3:21])=[CH:19][CH:18]=2)(=[O:16])=[O:15])[CH:3]=1.[CH3:24][N:25]1[CH2:30][CH2:29][N:28]([C:31]2[N:36]=[C:35]([Sn](CCCC)(CCCC)CCCC)[CH:34]=[CH:33][N:32]=2)[CH2:27][CH2:26]1.[Li+].[Cl-].[F-].[Cs+]. The catalyst is [Cu]I.C1C=CC([P]([Pd]([P](C2C=CC=CC=2)(C2C=CC=CC=2)C2C=CC=CC=2)([P](C2C=CC=CC=2)(C2C=CC=CC=2)C2C=CC=CC=2)[P](C2C=CC=CC=2)(C2C=CC=CC=2)C2C=CC=CC=2)(C2C=CC=CC=2)C2C=CC=CC=2)=CC=1. The product is [CH3:24][N:25]1[CH2:26][CH2:27][N:28]([C:31]2[N:32]=[C:33]([C:2]3[C:10]4[N:9]5[CH:11]=[N:12][N:13]=[C:8]5[CH:7]=[N:6][C:5]=4[N:4]([S:14]([C:17]4[CH:18]=[CH:19][C:20]([CH3:21])=[CH:22][CH:23]=4)(=[O:16])=[O:15])[CH:3]=3)[CH:34]=[CH:35][N:36]=2)[CH2:29][CH2:30]1. The yield is 0.690.